Dataset: Forward reaction prediction with 1.9M reactions from USPTO patents (1976-2016). Task: Predict the product of the given reaction. (1) Given the reactants Cl[C:2]1[N:7]=[C:6]([C@@H:8]([NH:18][C:19](=[O:36])[CH2:20][N:21]2[C:25]3[C:26]([F:31])([F:30])[C@@H:27]4[CH2:29][C@@H:28]4[C:24]=3[C:23]([C:32]([F:35])([F:34])[F:33])=[N:22]2)[CH2:9][C:10]2[CH:15]=[C:14]([F:16])[CH:13]=[C:12]([F:17])[CH:11]=2)[C:5]([C:37]2[CH:38]=[CH:39][CH:40]=[C:41]3[C:45]=2[N:44]([CH3:46])[N:43]=[C:42]3[NH:47][S:48]([CH3:51])(=[O:50])=[O:49])=[CH:4][CH:3]=1.[CH3:52][N:53]([CH3:57])[CH2:54][C:55]#[CH:56].C(NCC)C, predict the reaction product. The product is: [F:31][C:26]1([F:30])[C:25]2[N:21]([CH2:20][C:19]([NH:18][C@H:8]([C:6]3[C:5]([C:37]4[CH:38]=[CH:39][CH:40]=[C:41]5[C:45]=4[N:44]([CH3:46])[N:43]=[C:42]5[NH:47][S:48]([CH3:51])(=[O:50])=[O:49])=[CH:4][CH:3]=[C:2]([C:56]#[C:55][CH2:54][N:53]([CH3:57])[CH3:52])[N:7]=3)[CH2:9][C:10]3[CH:15]=[C:14]([F:16])[CH:13]=[C:12]([F:17])[CH:11]=3)=[O:36])[N:22]=[C:23]([C:32]([F:35])([F:33])[F:34])[C:24]=2[C@H:28]2[CH2:29][C@@H:27]12. (2) Given the reactants C([CH:8]1[CH2:13][NH:12][CH2:11][CH2:10][N:9]1[C:14](=[O:21])[CH2:15][CH2:16][CH2:17][CH2:18][CH2:19][NH2:20])(OC(C)(C)C)=O.[CH3:22][CH:23]([CH3:29])[CH2:24][CH2:25][C:26](Cl)=[O:27].C(O)(C(F)(F)F)=O.Cl.Cl.C1COCC1, predict the reaction product. The product is: [CH3:22][CH:23]([CH3:29])[CH2:24][CH2:25][C:26]([N:12]1[CH2:13][CH2:8][N:9]([C:14](=[O:21])[CH2:15][CH2:16][CH2:17][CH2:18][CH2:19][NH2:20])[CH2:10][CH2:11]1)=[O:27]. (3) Given the reactants [Cl:1][C:2]1[N:7]=[C:6]([N:8]2[CH2:13][CH2:12][O:11][CH2:10][CH2:9]2)[C:5]([F:14])=[C:4](Cl)[N:3]=1.Cl.[F:17][C:18]1[CH:19]=[CH:20][C:21]([C@@H:24]([NH2:26])[CH3:25])=[N:22][CH:23]=1.CCN(C(C)C)C(C)C, predict the reaction product. The product is: [Cl:1][C:2]1[N:3]=[C:4]([NH:26][C@H:24]([C:21]2[CH:20]=[CH:19][C:18]([F:17])=[CH:23][N:22]=2)[CH3:25])[C:5]([F:14])=[C:6]([N:8]2[CH2:13][CH2:12][O:11][CH2:10][CH2:9]2)[N:7]=1. (4) Given the reactants [C:1]([O:5][C:6]([N:8]1[CH2:13][CH2:12][CH:11]([C:14]([OH:16])=O)[CH2:10][CH2:9]1)=[O:7])([CH3:4])([CH3:3])[CH3:2].C(Cl)CCl.C1C=CC2N(O)N=NC=2C=1.CCN(CC)CC.[Cl:38][C:39]1[CH:40]=[C:41]([CH:46]2[CH2:50][NH:49][CH2:48][CH:47]2[CH:51]([O:53][C:54]2[CH:61]=[CH:60][C:57]([C:58]#[N:59])=[CH:56][N:55]=2)[CH3:52])[CH:42]=[CH:43][C:44]=1[Cl:45], predict the reaction product. The product is: [C:1]([O:5][C:6]([N:8]1[CH2:9][CH2:10][CH:11]([C:14]([N:49]2[CH2:50][CH:46]([C:41]3[CH:42]=[CH:43][C:44]([Cl:45])=[C:39]([Cl:38])[CH:40]=3)[CH:47]([CH:51]([O:53][C:54]3[CH:61]=[CH:60][C:57]([C:58]#[N:59])=[CH:56][N:55]=3)[CH3:52])[CH2:48]2)=[O:16])[CH2:12][CH2:13]1)=[O:7])([CH3:2])([CH3:3])[CH3:4].